Dataset: Full USPTO retrosynthesis dataset with 1.9M reactions from patents (1976-2016). Task: Predict the reactants needed to synthesize the given product. (1) Given the product [Cl:1][C:2]1[C:3]([C:12]2([CH2:15][NH2:16])[CH2:14][CH2:13]2)=[N:4][CH:5]=[C:6]([C:8]([F:11])([F:9])[F:10])[CH:7]=1, predict the reactants needed to synthesize it. The reactants are: [Cl:1][C:2]1[C:3]([C:12]2([C:15]#[N:16])[CH2:14][CH2:13]2)=[N:4][CH:5]=[C:6]([C:8]([F:11])([F:10])[F:9])[CH:7]=1.N.[H][H]. (2) Given the product [CH:14]1[CH:23]=[CH:21][C:19]([CH2:8][CH2:9][NH2:10])=[CH:17][CH:15]=1, predict the reactants needed to synthesize it. The reactants are: CN(CCN([CH2:8][CH2:9][N:10](C)C)C)C.O=[C:14]1O[C@H:19]([C@H:21]([CH2:23]O)O)[C:17]([O-])=[C:15]1O.[Na+]. (3) Given the product [Cl:1][C:2]1[C:6]([Cl:7])=[C:5]([C:8]#[N:9])[NH:4][C:3]=1[C:10]([NH:14][CH:15]1[CH2:20][CH2:19][N:18]([C:21]2[C:30]3[C:25](=[CH:26][CH:27]=[CH:28][CH:29]=3)[N:24]=[C:23]([C:31]([O:33][CH3:34])=[O:32])[CH:22]=2)[CH2:17][CH2:16]1)=[O:11], predict the reactants needed to synthesize it. The reactants are: [Cl:1][C:2]1[C:6]([Cl:7])=[C:5]([C:8]#[N:9])[NH:4][C:3]=1[C:10](Cl)=[O:11].Cl.[NH2:14][CH:15]1[CH2:20][CH2:19][N:18]([C:21]2[C:30]3[C:25](=[CH:26][CH:27]=[CH:28][CH:29]=3)[N:24]=[C:23]([C:31]([O:33][CH3:34])=[O:32])[CH:22]=2)[CH2:17][CH2:16]1. (4) Given the product [C:1]([CH2:4][NH:5][CH2:6][CH:7]([OH:14])[CH2:8][N:9]([CH3:13])[C:10](=[O:12])[CH3:11])(=[O:3])[CH3:2], predict the reactants needed to synthesize it. The reactants are: [C:1]([CH2:4][NH:5][CH2:6][CH:7]([O:14][Si](C(C)(C)C)(C)C)[CH2:8][N:9]([CH3:13])[C:10](=[O:12])[CH3:11])(=[O:3])[CH3:2].Cl.